This data is from Forward reaction prediction with 1.9M reactions from USPTO patents (1976-2016). The task is: Predict the product of the given reaction. (1) Given the reactants [CH2:1]([C:8]1[O:9][C:10]2[CH:41]=[CH:40][CH:39]=[CH:38][C:11]=2[C:12]=1[C:13]1[CH:37]=[CH:36][C:16]([C:17]2[CH:22]=[CH:21][C:20]([C:23](=[O:35])[CH2:24][CH:25]3[C:30](=[O:31])[O:29][C:28]([CH3:33])([CH3:32])[O:27][C:26]3=[O:34])=[CH:19][CH:18]=2)=[CH:15][CH:14]=1)[C:2]1[CH:7]=[CH:6][CH:5]=[CH:4][CH:3]=1.[H-].[Na+].[CH2:44](Br)[C:45]1[CH:50]=[CH:49][CH:48]=[CH:47][CH:46]=1.O, predict the reaction product. The product is: [CH2:44]([C:25]1([CH2:24][C:23]([C:20]2[CH:19]=[CH:18][C:17]([C:16]3[CH:15]=[CH:14][C:13]([C:12]4[C:11]5[CH:38]=[CH:39][CH:40]=[CH:41][C:10]=5[O:9][C:8]=4[CH2:1][C:2]4[CH:3]=[CH:4][CH:5]=[CH:6][CH:7]=4)=[CH:37][CH:36]=3)=[CH:22][CH:21]=2)=[O:35])[C:30](=[O:31])[O:29][C:28]([CH3:33])([CH3:32])[O:27][C:26]1=[O:34])[C:45]1[CH:50]=[CH:49][CH:48]=[CH:47][CH:46]=1. (2) Given the reactants [CH2:1]([C:3]1[CH:4]=[C:5]2[C:9](=[CH:10][CH:11]=1)[N:8](S(C1C=CC=CC=1)(=O)=O)[CH2:7][CH2:6]2)[CH3:2].[OH-].[Na+], predict the reaction product. The product is: [CH2:1]([C:3]1[CH:4]=[C:5]2[C:9](=[CH:10][CH:11]=1)[NH:8][CH2:7][CH2:6]2)[CH3:2]. (3) Given the reactants C([O:3][C:4](=[O:39])[C:5]([CH3:38])([O:31][C:32]1[CH:37]=[CH:36][CH:35]=[CH:34][CH:33]=1)[CH2:6][C:7]1[CH:12]=[CH:11][C:10]([O:13][CH2:14][CH2:15][C:16]2[N:17]=[C:18]([C:22]3[CH:27]=[CH:26][CH:25]=[CH:24][CH:23]=3)[O:19][C:20]=2[CH3:21])=[C:9]([CH2:28][CH2:29][CH3:30])[CH:8]=1)C.[OH-].[Na+].Cl, predict the reaction product. The product is: [CH3:38][C:5]([O:31][C:32]1[CH:33]=[CH:34][CH:35]=[CH:36][CH:37]=1)([CH2:6][C:7]1[CH:12]=[CH:11][C:10]([O:13][CH2:14][CH2:15][C:16]2[N:17]=[C:18]([C:22]3[CH:23]=[CH:24][CH:25]=[CH:26][CH:27]=3)[O:19][C:20]=2[CH3:21])=[C:9]([CH2:28][CH2:29][CH3:30])[CH:8]=1)[C:4]([OH:39])=[O:3]. (4) Given the reactants [N:1]1[C:10]2[C:5](=[CH:6][CH:7]=[CH:8][CH:9]=2)[N:4]=[CH:3][C:2]=1[C:11](Cl)=[O:12].[CH:14]1([NH2:21])[CH2:20][CH2:19][CH2:18][CH2:17][CH2:16][CH2:15]1.N1C=CC=CC=1, predict the reaction product. The product is: [CH:14]1([NH:21][C:11]([C:2]2[CH:3]=[N:4][C:5]3[C:10](=[CH:9][CH:8]=[CH:7][CH:6]=3)[N:1]=2)=[O:12])[CH2:20][CH2:19][CH2:18][CH2:17][CH2:16][CH2:15]1. (5) Given the reactants [Cl:1][C:2]1[CH:7]=[CH:6][C:5]([OH:8])=[C:4]([F:9])[CH:3]=1.[OH-].[K+].Cl[C:13]1[C:18]([C:19]#[N:20])=[CH:17][N:16]=[C:15]2[C:21]3[CH:27]=[CH:26][CH:25]=[CH:24][C:22]=3[O:23][C:14]=12, predict the reaction product. The product is: [Cl:1][C:2]1[CH:7]=[CH:6][C:5]([O:8][C:13]2[C:18]([C:19]#[N:20])=[CH:17][N:16]=[C:15]3[C:21]4[CH:27]=[CH:26][CH:25]=[CH:24][C:22]=4[O:23][C:14]=23)=[C:4]([F:9])[CH:3]=1. (6) Given the reactants [Cl:1][C:2]1[CH:7]=[CH:6][C:5]([N:8]2[C:16]([C:17]3[CH:22]=[CH:21][CH:20]=[CH:19][C:18]=3[Cl:23])=[N:15][C:14]3[C:9]2=[N:10][CH:11]=[N:12][C:13]=3[N:24]2[CH2:37][CH2:36][C:27]3([N:31]([CH:32]([CH3:34])[CH3:33])[CH2:30][NH:29][C:28]3=[O:35])[CH2:26][CH2:25]2)=[CH:4][CH:3]=1.[CH3:38]I.[H-].[Na+], predict the reaction product. The product is: [ClH:1].[Cl:1][C:2]1[CH:3]=[CH:4][C:5]([N:8]2[C:16]([C:17]3[CH:22]=[CH:21][CH:20]=[CH:19][C:18]=3[Cl:23])=[N:15][C:14]3[C:9]2=[N:10][CH:11]=[N:12][C:13]=3[N:24]2[CH2:37][CH2:36][C:27]3([N:31]([CH:32]([CH3:33])[CH3:34])[CH2:30][N:29]([CH3:38])[C:28]3=[O:35])[CH2:26][CH2:25]2)=[CH:6][CH:7]=1.